The task is: Predict which catalyst facilitates the given reaction.. This data is from Catalyst prediction with 721,799 reactions and 888 catalyst types from USPTO. Reactant: [Br:1][C:2]1[CH:7]=[C:6]([CH3:8])[CH:5]=[CH:4][C:3]=1[O:9][CH2:10][CH:11](OC)OC. Product: [Br:1][C:2]1[C:3]2[O:9][CH:10]=[CH:11][C:4]=2[CH:5]=[C:6]([CH3:8])[CH:7]=1. The catalyst class is: 159.